From a dataset of Experimental lipophilicity measurements (octanol/water distribution) for 4,200 compounds from AstraZeneca. Regression/Classification. Given a drug SMILES string, predict its absorption, distribution, metabolism, or excretion properties. Task type varies by dataset: regression for continuous measurements (e.g., permeability, clearance, half-life) or binary classification for categorical outcomes (e.g., BBB penetration, CYP inhibition). For this dataset (lipophilicity_astrazeneca), we predict Y. The compound is Nc1ccc2ccccc2n1. The Y is 1.70 logD.